Dataset: Reaction yield outcomes from USPTO patents with 853,638 reactions. Task: Predict the reaction yield, written as a fraction of the theoretical maximum amount of product (1.0 means a 100% yield; for example, 0.34 means a 34% yield). (1) The reactants are [N+:1]([C:4]1[CH:9]=[CH:8][CH:7]=[CH:6][C:5]=1[CH2:10][C:11](=O)[CH2:12][CH2:13][C:14]([O:16][CH3:17])=[O:15])([O-])=O. The catalyst is CC(O)=O.[Fe]. The product is [NH:1]1[C:4]2[C:5](=[CH:6][CH:7]=[CH:8][CH:9]=2)[CH:10]=[C:11]1[CH2:12][CH2:13][C:14]([O:16][CH3:17])=[O:15]. The yield is 0.850. (2) The reactants are [F:1][C:2]([F:28])([F:27])[CH:3]([C:18]1[CH:23]=[C:22]([Cl:24])[C:21]([Cl:25])=[C:20]([Cl:26])[CH:19]=1)/[CH:4]=[CH:5]/[C:6]1[C:15]2[C:10](=[CH:11][CH:12]=[CH:13][CH:14]=2)[C:9]([CH2:16][NH2:17])=[CH:8][CH:7]=1.[CH2:29]([N:31]=[C:32]=[O:33])[CH3:30]. The catalyst is C(Cl)Cl. The product is [CH2:29]([NH:31][C:32]([NH:17][CH2:16][C:9]1[C:10]2[C:15](=[CH:14][CH:13]=[CH:12][CH:11]=2)[C:6](/[CH:5]=[CH:4]/[CH:3]([C:18]2[CH:19]=[C:20]([Cl:26])[C:21]([Cl:25])=[C:22]([Cl:24])[CH:23]=2)[C:2]([F:1])([F:27])[F:28])=[CH:7][CH:8]=1)=[O:33])[CH3:30]. The yield is 0.600. (3) The reactants are Cl.[CH3:2][O:3][C:4]1[CH:9]=[CH:8][C:7]([NH:10][NH2:11])=[CH:6][CH:5]=1.C(N(CC)CC)C.[CH2:19]([O:26][C:27]([N:29]1[CH2:34][CH2:33][CH:32]([C:35](=O)[CH2:36][C:37]([C:39]2[CH:44]=[CH:43][C:42]([O:45][CH2:46][C:47]3[CH:52]=[CH:51][CH:50]=[CH:49][CH:48]=3)=[CH:41][CH:40]=2)=O)[CH2:31][CH2:30]1)=[O:28])[C:20]1[CH:25]=[CH:24][CH:23]=[CH:22][CH:21]=1. The catalyst is C(O)C. The product is [CH2:19]([O:26][C:27]([N:29]1[CH2:30][CH2:31][CH:32]([C:35]2[CH:36]=[C:37]([C:39]3[CH:40]=[CH:41][C:42]([O:45][CH2:46][C:47]4[CH:48]=[CH:49][CH:50]=[CH:51][CH:52]=4)=[CH:43][CH:44]=3)[N:10]([C:7]3[CH:8]=[CH:9][C:4]([O:3][CH3:2])=[CH:5][CH:6]=3)[N:11]=2)[CH2:33][CH2:34]1)=[O:28])[C:20]1[CH:21]=[CH:22][CH:23]=[CH:24][CH:25]=1. The yield is 0.500. (4) The reactants are [CH2:1]([NH:8][C:9]1[C:17](Br)=[CH:16][C:12]([C:13]([OH:15])=[O:14])=[CH:11][N:10]=1)[C:2]1[CH:7]=[CH:6][CH:5]=[CH:4][CH:3]=1.[Cl:19][C:20]1[CH:25]=[CH:24][C:23](B(O)O)=[CH:22][CH:21]=1.C([O-])([O-])=O.[Na+].[Na+].C(O)=O. The catalyst is O.O1CCOCC1. The product is [CH2:1]([NH:8][C:9]1[C:17]([C:23]2[CH:24]=[CH:25][C:20]([Cl:19])=[CH:21][CH:22]=2)=[CH:16][C:12]([C:13]([OH:15])=[O:14])=[CH:11][N:10]=1)[C:2]1[CH:7]=[CH:6][CH:5]=[CH:4][CH:3]=1. The yield is 0.380.